Dataset: NCI-60 drug combinations with 297,098 pairs across 59 cell lines. Task: Regression. Given two drug SMILES strings and cell line genomic features, predict the synergy score measuring deviation from expected non-interaction effect. (1) Drug 1: C1=CC(=CC=C1C#N)C(C2=CC=C(C=C2)C#N)N3C=NC=N3. Drug 2: C1CC(=O)NC(=O)C1N2C(=O)C3=CC=CC=C3C2=O. Cell line: RXF 393. Synergy scores: CSS=-2.60, Synergy_ZIP=2.68, Synergy_Bliss=4.73, Synergy_Loewe=-0.581, Synergy_HSA=0.415. (2) Drug 1: CC1OCC2C(O1)C(C(C(O2)OC3C4COC(=O)C4C(C5=CC6=C(C=C35)OCO6)C7=CC(=C(C(=C7)OC)O)OC)O)O. Drug 2: CC(C)NC(=O)C1=CC=C(C=C1)CNNC.Cl. Cell line: SF-295. Synergy scores: CSS=42.8, Synergy_ZIP=-0.925, Synergy_Bliss=-1.18, Synergy_Loewe=-34.2, Synergy_HSA=-1.04. (3) Drug 1: COC1=C(C=C2C(=C1)N=CN=C2NC3=CC(=C(C=C3)F)Cl)OCCCN4CCOCC4. Drug 2: CNC(=O)C1=NC=CC(=C1)OC2=CC=C(C=C2)NC(=O)NC3=CC(=C(C=C3)Cl)C(F)(F)F. Cell line: CCRF-CEM. Synergy scores: CSS=59.6, Synergy_ZIP=1.94, Synergy_Bliss=6.40, Synergy_Loewe=5.68, Synergy_HSA=5.43. (4) Drug 1: CC12CCC3C(C1CCC2O)C(CC4=C3C=CC(=C4)O)CCCCCCCCCS(=O)CCCC(C(F)(F)F)(F)F. Drug 2: CCC1(C2=C(COC1=O)C(=O)N3CC4=CC5=C(C=CC(=C5CN(C)C)O)N=C4C3=C2)O.Cl. Cell line: CAKI-1. Synergy scores: CSS=4.73, Synergy_ZIP=0.615, Synergy_Bliss=1.14, Synergy_Loewe=-26.3, Synergy_HSA=-6.97. (5) Drug 1: CC(C)NC(=O)C1=CC=C(C=C1)CNNC.Cl. Drug 2: COCCOC1=C(C=C2C(=C1)C(=NC=N2)NC3=CC=CC(=C3)C#C)OCCOC.Cl. Cell line: SK-OV-3. Synergy scores: CSS=13.7, Synergy_ZIP=1.89, Synergy_Bliss=-0.693, Synergy_Loewe=-7.24, Synergy_HSA=-0.810. (6) Drug 1: C1=NC2=C(N=C(N=C2N1C3C(C(C(O3)CO)O)O)F)N. Drug 2: CN(CCCl)CCCl.Cl. Cell line: UO-31. Synergy scores: CSS=9.77, Synergy_ZIP=-5.67, Synergy_Bliss=-5.06, Synergy_Loewe=-7.07, Synergy_HSA=-4.13. (7) Synergy scores: CSS=41.5, Synergy_ZIP=3.24, Synergy_Bliss=4.04, Synergy_Loewe=7.95, Synergy_HSA=9.57. Cell line: SK-MEL-28. Drug 1: COC1=CC(=CC(=C1O)OC)C2C3C(COC3=O)C(C4=CC5=C(C=C24)OCO5)OC6C(C(C7C(O6)COC(O7)C8=CC=CS8)O)O. Drug 2: C1=C(C(=O)NC(=O)N1)F. (8) Drug 1: CN(C)C1=NC(=NC(=N1)N(C)C)N(C)C. Drug 2: C1CC(=O)NC(=O)C1N2C(=O)C3=CC=CC=C3C2=O. Cell line: SF-295. Synergy scores: CSS=19.4, Synergy_ZIP=11.8, Synergy_Bliss=19.2, Synergy_Loewe=19.3, Synergy_HSA=19.2. (9) Drug 1: CC1=C2C(C(=O)C3(C(CC4C(C3C(C(C2(C)C)(CC1OC(=O)C(C(C5=CC=CC=C5)NC(=O)OC(C)(C)C)O)O)OC(=O)C6=CC=CC=C6)(CO4)OC(=O)C)O)C)O. Drug 2: C1=CC=C(C=C1)NC(=O)CCCCCCC(=O)NO. Cell line: NCI-H226. Synergy scores: CSS=1.94, Synergy_ZIP=-1.22, Synergy_Bliss=-1.01, Synergy_Loewe=-0.619, Synergy_HSA=-0.935. (10) Drug 1: C1CN(P(=O)(OC1)NCCCl)CCCl. Drug 2: C(CCl)NC(=O)N(CCCl)N=O. Cell line: OVCAR3. Synergy scores: CSS=0.495, Synergy_ZIP=-0.603, Synergy_Bliss=-1.07, Synergy_Loewe=-0.414, Synergy_HSA=-1.74.